This data is from Peptide-MHC class I binding affinity with 185,985 pairs from IEDB/IMGT. The task is: Regression. Given a peptide amino acid sequence and an MHC pseudo amino acid sequence, predict their binding affinity value. This is MHC class I binding data. The peptide sequence is NSDYMMWVG. The MHC is HLA-A03:01 with pseudo-sequence HLA-A03:01. The binding affinity (normalized) is 0.0847.